From a dataset of Reaction yield outcomes from USPTO patents with 853,638 reactions. Predict the reaction yield, written as a fraction of the theoretical maximum amount of product (1.0 means a 100% yield; for example, 0.34 means a 34% yield). (1) The reactants are CC([O-])(C)C.[Na+].Cl[C:8]1[CH:13]=[CH:12][C:11]([CH3:14])=[CH:10][CH:9]=1.[CH2:15]([NH2:22])[C:16]1[CH:21]=[CH:20][CH:19]=[CH:18][CH:17]=1. The catalyst is C1C=CC(/C=C/C(/C=C/C2C=CC=CC=2)=O)=CC=1.C1C=CC(/C=C/C(/C=C/C2C=CC=CC=2)=O)=CC=1.C1C=CC(/C=C/C(/C=C/C2C=CC=CC=2)=O)=CC=1.[Pd].[Pd].C1C=CC(P(C2C(C3C(P(C4C=CC=CC=4)C4C=CC=CC=4)=CC=C4C=3C=CC=C4)=C3C(C=CC=C3)=CC=2)C2C=CC=CC=2)=CC=1.C1(C)C=CC=CC=1. The product is [CH2:15]([NH:22][C:8]1[CH:13]=[CH:12][C:11]([CH3:14])=[CH:10][CH:9]=1)[C:16]1[CH:21]=[CH:20][CH:19]=[CH:18][CH:17]=1. The yield is 0.900. (2) The reactants are [Cl:1][C:2]1[CH:7]=[C:6]([C:8]([F:11])([F:10])[F:9])[N:5]=[N:4][C:3]=1[NH2:12].[H-].[Na+].[C:15]([O:19][C:20]([N:22]1[CH2:27][CH2:26][CH:25](OS(C2C=CC(C)=CC=2)(=O)=O)[CH2:24][CH2:23]1)=[O:21])([CH3:18])([CH3:17])[CH3:16]. The catalyst is CN(C)C=O. The product is [Cl:1][C:2]1[CH:7]=[C:6]([C:8]([F:10])([F:9])[F:11])[N:5]=[N:4][C:3]=1[NH:12][CH:25]1[CH2:26][CH2:27][N:22]([C:20]([O:19][C:15]([CH3:18])([CH3:17])[CH3:16])=[O:21])[CH2:23][CH2:24]1. The yield is 0.370. (3) The reactants are [CH3:1][O:2][C:3](=[O:32])[NH:4][CH:5]([C:9]([N:11]1[CH2:15][CH2:14][CH2:13][CH:12]1[C:16](=[O:31])[NH:17][C:18]1[CH:19]=[C:20]([C:24]2[CH:29]=[CH:28][C:27](Cl)=[CH:26][CH:25]=2)[CH:21]=[CH:22][CH:23]=1)=[O:10])[CH:6]([CH3:8])[CH3:7].[B:33]1([B:33]2[O:37][C:36]([CH3:39])([CH3:38])[C:35]([CH3:41])([CH3:40])[O:34]2)[O:37][C:36]([CH3:39])([CH3:38])[C:35]([CH3:41])([CH3:40])[O:34]1.C1(P(C2CCCCC2)C2CCCCC2)CCCCC1.C([O-])(=O)C.[K+]. The catalyst is O1CCOCC1.C1C=CC(/C=C/C(/C=C/C2C=CC=CC=2)=O)=CC=1.C1C=CC(/C=C/C(/C=C/C2C=CC=CC=2)=O)=CC=1.C1C=CC(/C=C/C(/C=C/C2C=CC=CC=2)=O)=CC=1.[Pd].[Pd]. The product is [CH3:1][O:2][C:3](=[O:32])[NH:4][CH:5]([C:9]([N:11]1[CH2:15][CH2:14][CH2:13][CH:12]1[C:16](=[O:31])[NH:17][C:18]1[CH:19]=[C:20]([C:24]2[CH:29]=[CH:28][C:27]([B:33]3[O:37][C:36]([CH3:39])([CH3:38])[C:35]([CH3:41])([CH3:40])[O:34]3)=[CH:26][CH:25]=2)[CH:21]=[CH:22][CH:23]=1)=[O:10])[CH:6]([CH3:8])[CH3:7]. The yield is 1.00. (4) The yield is 0.811. The product is [F:2][C:3]1[CH:4]=[CH:5][C:6]([C@@H:9]2[O:14][CH2:13][CH2:12][N:11]([CH2:22][C:24]3[CH:25]=[CH:26][C:27]([C@H:30]([NH:32][S:33]([CH3:36])(=[O:35])=[O:34])[CH3:31])=[CH:28][CH:29]=3)[CH2:10]2)=[CH:7][CH:8]=1. The catalyst is C(Cl)Cl. The reactants are Cl.[F:2][C:3]1[CH:8]=[CH:7][C:6]([C@@H:9]2[O:14][CH2:13][CH2:12][NH:11][CH2:10]2)=[CH:5][CH:4]=1.C(N(CC)CC)C.[CH:22]([C:24]1[CH:29]=[CH:28][C:27]([C@H:30]([NH:32][S:33]([CH3:36])(=[O:35])=[O:34])[CH3:31])=[CH:26][CH:25]=1)=O.C(O)(=O)C.C(O[BH-](OC(=O)C)OC(=O)C)(=O)C.[Na+].C(=O)(O)[O-].[Na+].